Dataset: Forward reaction prediction with 1.9M reactions from USPTO patents (1976-2016). Task: Predict the product of the given reaction. (1) Given the reactants [F:1][C:2]1[CH:12]=[CH:11][C:5]([CH:6]=[CH:7][C:8]([OH:10])=O)=[CH:4][CH:3]=1.C(Cl)(=O)C(Cl)=O.[C:19]1([C:25]2([C:35]3[CH:40]=[CH:39][CH:38]=[CH:37][CH:36]=3)[CH:29]3[CH2:30][NH:31][CH2:32][CH2:33][N:28]3[C:27](=[O:34])[O:26]2)[CH:24]=[CH:23][CH:22]=[CH:21][CH:20]=1.C(=O)([O-])O.[Na+], predict the reaction product. The product is: [F:1][C:2]1[CH:3]=[CH:4][C:5](/[CH:6]=[CH:7]/[C:8]([N:31]2[CH2:32][CH2:33][N:28]3[C:27](=[O:34])[O:26][C:25]([C:35]4[CH:36]=[CH:37][CH:38]=[CH:39][CH:40]=4)([C:19]4[CH:24]=[CH:23][CH:22]=[CH:21][CH:20]=4)[CH:29]3[CH2:30]2)=[O:10])=[CH:11][CH:12]=1. (2) Given the reactants Cl[C:2]1[N:10]=[C:9]2[C:5]([NH:6][CH:7]=[N:8]2)=[C:4]([CH:11]2[CH2:16][NH:15][CH2:14][CH2:13][N:12]2[C:17]([O:19][CH2:20][CH2:21][Si:22]([CH3:25])([CH3:24])[CH3:23])=[O:18])[N:3]=1.[NH:26]1[CH2:31][CH2:30][NH:29][CH2:28][CH2:27]1.[NH4+].[OH-].CO, predict the reaction product. The product is: [N:26]1([C:2]2[N:10]=[C:9]3[C:5]([NH:6][CH:7]=[N:8]3)=[C:4]([CH:11]3[CH2:16][NH:15][CH2:14][CH2:13][N:12]3[C:17]([O:19][CH2:20][CH2:21][Si:22]([CH3:25])([CH3:24])[CH3:23])=[O:18])[N:3]=2)[CH2:31][CH2:30][NH:29][CH2:28][CH2:27]1. (3) Given the reactants C[O:2][C:3]([C:5]1[CH:10]=[N:9][C:8]([CH2:11][O:12][C:13]2[CH:18]=[CH:17][CH:16]=[C:15]([O:19][C:20]([F:23])([F:22])[F:21])[CH:14]=2)=[CH:7][N:6]=1)=[O:4].[Li+].[OH-], predict the reaction product. The product is: [F:23][C:20]([F:21])([F:22])[O:19][C:15]1[CH:14]=[C:13]([CH:18]=[CH:17][CH:16]=1)[O:12][CH2:11][C:8]1[N:9]=[CH:10][C:5]([C:3]([OH:4])=[O:2])=[N:6][CH:7]=1. (4) Given the reactants [Cl:1][C:2]1[CH:18]=[CH:17][C:16]([C:19]([F:22])([F:21])[F:20])=[CH:15][C:3]=1[C:4]([NH:6][C@H:7]1[CH2:12][CH2:11][C@H:10]([CH2:13][OH:14])[CH2:9][CH2:8]1)=[O:5].C1COCC1.C(N(CC)CC)C.[CH3:35][S:36](Cl)(=[O:38])=[O:37], predict the reaction product. The product is: [Cl:1][C:2]1[CH:18]=[CH:17][C:16]([C:19]([F:20])([F:21])[F:22])=[CH:15][C:3]=1[C:4]([NH:6][C@H:7]1[CH2:12][CH2:11][C@H:10]([CH2:13][O:14][S:36]([CH3:35])(=[O:38])=[O:37])[CH2:9][CH2:8]1)=[O:5]. (5) Given the reactants C[O:2][C:3](=[O:39])[C:4]1[CH:9]=[CH:8][C:7]([C:10]2[C:14]([C:15]3[CH:20]=[CH:19][C:18]([CH:21]4[CH2:26][CH2:25][CH2:24][CH2:23][CH2:22]4)=[CH:17][CH:16]=3)=[C:13]([C:27](=[O:38])[C:28]3[CH:33]=[CH:32][C:31]([C:34]([CH3:37])([CH3:36])[CH3:35])=[CH:30][CH:29]=3)[O:12][N:11]=2)=[CH:6][CH:5]=1, predict the reaction product. The product is: [C:34]([C:31]1[CH:32]=[CH:33][C:28]([C:27]([C:13]2[O:12][N:11]=[C:10]([C:7]3[CH:8]=[CH:9][C:4]([C:3]([OH:39])=[O:2])=[CH:5][CH:6]=3)[C:14]=2[C:15]2[CH:16]=[CH:17][C:18]([CH:21]3[CH2:22][CH2:23][CH2:24][CH2:25][CH2:26]3)=[CH:19][CH:20]=2)=[O:38])=[CH:29][CH:30]=1)([CH3:37])([CH3:35])[CH3:36]. (6) Given the reactants [C:1]([O:5][C:6]([N:8]1[CH2:12][CH2:11][CH2:10][C@H:9]1[C:13]#[CH:14])=[O:7])([CH3:4])([CH3:3])[CH3:2].Br[C:16]1[CH:17]=[CH:18][CH:19]=[N:20][CH:21]=1, predict the reaction product. The product is: [C:1]([O:5][C:6]([N:8]1[CH2:12][CH2:11][CH2:10][C@H:9]1[C:13]#[C:14][C:18]1[CH:19]=[N:20][CH:21]=[CH:16][CH:17]=1)=[O:7])([CH3:4])([CH3:3])[CH3:2].